Dataset: NCI-60 drug combinations with 297,098 pairs across 59 cell lines. Task: Regression. Given two drug SMILES strings and cell line genomic features, predict the synergy score measuring deviation from expected non-interaction effect. (1) Drug 1: CCN(CC)CCCC(C)NC1=C2C=C(C=CC2=NC3=C1C=CC(=C3)Cl)OC. Drug 2: C1CNP(=O)(OC1)N(CCCl)CCCl. Cell line: HOP-62. Synergy scores: CSS=1.72, Synergy_ZIP=-5.49, Synergy_Bliss=-2.16, Synergy_Loewe=-34.1, Synergy_HSA=-7.17. (2) Drug 1: C1CC(=O)NC(=O)C1N2CC3=C(C2=O)C=CC=C3N. Drug 2: CCN(CC)CCNC(=O)C1=C(NC(=C1C)C=C2C3=C(C=CC(=C3)F)NC2=O)C. Cell line: HCT116. Synergy scores: CSS=2.97, Synergy_ZIP=-1.42, Synergy_Bliss=-1.11, Synergy_Loewe=-0.658, Synergy_HSA=-0.583. (3) Drug 1: C1CN1P(=S)(N2CC2)N3CC3. Drug 2: CS(=O)(=O)CCNCC1=CC=C(O1)C2=CC3=C(C=C2)N=CN=C3NC4=CC(=C(C=C4)OCC5=CC(=CC=C5)F)Cl. Cell line: K-562. Synergy scores: CSS=3.10, Synergy_ZIP=1.25, Synergy_Bliss=7.29, Synergy_Loewe=-0.913, Synergy_HSA=0.0265. (4) Drug 1: C1=CC(=C2C(=C1NCCNCCO)C(=O)C3=C(C=CC(=C3C2=O)O)O)NCCNCCO. Drug 2: C1C(C(OC1N2C=C(C(=O)NC2=O)F)CO)O. Cell line: HOP-92. Synergy scores: CSS=45.3, Synergy_ZIP=-2.71, Synergy_Bliss=-5.08, Synergy_Loewe=2.36, Synergy_HSA=4.35.